This data is from Reaction yield outcomes from USPTO patents with 853,638 reactions. The task is: Predict the reaction yield, written as a fraction of the theoretical maximum amount of product (1.0 means a 100% yield; for example, 0.34 means a 34% yield). (1) The reactants are [Cl:1][C:2]1[N:10]=[C:9]([Cl:11])[CH:8]=[CH:7][C:3]=1[C:4](Cl)=[O:5].[Si:12]([O:19][CH2:20][CH2:21][NH:22][CH2:23][CH:24]([C:26]1[CH:31]=[CH:30][CH:29]=[CH:28][CH:27]=1)[OH:25])([C:15]([CH3:18])([CH3:17])[CH3:16])([CH3:14])[CH3:13]. The catalyst is C1COCC1.C(OCC)(=O)C. The product is [Si:12]([O:19][CH2:20][CH2:21][N:22]([CH2:23][CH:24]([OH:25])[C:26]1[CH:31]=[CH:30][CH:29]=[CH:28][CH:27]=1)[C:4](=[O:5])[C:3]1[CH:7]=[CH:8][C:9]([Cl:11])=[N:10][C:2]=1[Cl:1])([C:15]([CH3:18])([CH3:17])[CH3:16])([CH3:14])[CH3:13]. The yield is 0.770. (2) The reactants are [N:1]1([C:7]([O:9][C:10]([CH3:13])([CH3:12])[CH3:11])=[O:8])[CH2:6][CH2:5][NH:4][CH2:3][CH2:2]1.CCN(C(C)C)C(C)C.CN(C(ON1N=NC2C=CC=NC1=2)=[N+](C)C)C.F[P-](F)(F)(F)(F)F.[Br:47][C:48]1[CH:49]=[CH:50][C:51]2[C:57]3[S:58][C:59]([C:61]([N:63]([C:65]4[CH:66]=[C:67]([CH:71]=[CH:72][C:73]=4[Cl:74])[C:68](O)=[O:69])[CH3:64])=[O:62])=[CH:60][C:56]=3[CH2:55][CH2:54][O:53][C:52]=2[CH:75]=1. The catalyst is C1COCC1.O. The product is [Br:47][C:48]1[CH:49]=[CH:50][C:51]2[C:57]3[S:58][C:59]([C:61]([N:63]([C:65]4[CH:66]=[C:67]([CH:71]=[CH:72][C:73]=4[Cl:74])[C:68]([N:4]4[CH2:5][CH2:6][N:1]([C:7]([O:9][C:10]([CH3:13])([CH3:12])[CH3:11])=[O:8])[CH2:2][CH2:3]4)=[O:69])[CH3:64])=[O:62])=[CH:60][C:56]=3[CH2:55][CH2:54][O:53][C:52]=2[CH:75]=1. The yield is 0.970. (3) The reactants are [NH2:1][C:2]1[N:6]([CH3:7])[C:5](=[O:8])[C:4]([C:18]2[CH:23]=[CH:22][CH:21]=[C:20]([Br:24])[CH:19]=2)([C:9]2[CH:13]=[C:12]([C:14](=[O:17])[CH2:15][CH3:16])[NH:11][CH:10]=2)[N:3]=1.C([O-])([O-])=O.[Cs+].[Cs+].I[CH2:32][CH2:33][CH3:34]. The catalyst is CN(C=O)C. The product is [NH2:1][C:2]1[N:6]([CH3:7])[C:5](=[O:8])[C:4]([C:18]2[CH:23]=[CH:22][CH:21]=[C:20]([Br:24])[CH:19]=2)([C:9]2[CH:13]=[C:12]([C:14](=[O:17])[CH2:15][CH3:16])[N:11]([CH2:32][CH2:33][CH3:34])[CH:10]=2)[N:3]=1. The yield is 0.720. (4) The reactants are C(OC([O:6][C:7]1[CH:12]=[CH:11][C:10]([C:13](=[C:27]2[CH2:32][C:31]([CH3:34])([CH3:33])[CH2:30][C:29]([CH3:36])([CH3:35])[CH2:28]2)[C:14]2[CH:19]=[CH:18][C:17]([C:20]#[C:21][C:22]([O:24]CC)=[O:23])=[CH:16][CH:15]=2)=[CH:9][CH:8]=1)=O)C.[OH-].[Na+].Cl. The catalyst is CCO.C1COCC1. The product is [OH:6][C:7]1[CH:12]=[CH:11][C:10]([C:13](=[C:27]2[CH2:28][C:29]([CH3:36])([CH3:35])[CH2:30][C:31]([CH3:34])([CH3:33])[CH2:32]2)[C:14]2[CH:19]=[CH:18][C:17]([C:20]#[C:21][C:22]([OH:24])=[O:23])=[CH:16][CH:15]=2)=[CH:9][CH:8]=1. The yield is 0.500. (5) The reactants are Cl[C:2]1[N:11]=[C:10]([NH:12][CH2:13][CH:14]([C:21]2[CH:26]=[CH:25][CH:24]=[CH:23][CH:22]=2)[C:15]2[CH:20]=[CH:19][CH:18]=[CH:17][CH:16]=2)[C:9]2[C:4](=[CH:5][C:6]([O:29][CH3:30])=[C:7]([O:27][CH3:28])[CH:8]=2)[N:3]=1.[CH3:31][N:32]([CH3:42])[C:33]1[N:38]=[CH:37][C:36](B(O)O)=[CH:35][N:34]=1.C(NC1C2C(=CC=CC=2)N=C(C2SC3C=CC=CC=3C=2)N=1)(C1C=CC=CC=1)C1C=CC=CC=1. The catalyst is C1CCCCC1.CCOC(C)=O. The product is [CH3:31][N:32]([CH3:42])[C:33]1[N:38]=[CH:37][C:36]([C:2]2[N:11]=[C:10]([NH:12][CH2:13][CH:14]([C:21]3[CH:26]=[CH:25][CH:24]=[CH:23][CH:22]=3)[C:15]3[CH:20]=[CH:19][CH:18]=[CH:17][CH:16]=3)[C:9]3[C:4](=[CH:5][C:6]([O:29][CH3:30])=[C:7]([O:27][CH3:28])[CH:8]=3)[N:3]=2)=[CH:35][N:34]=1. The yield is 0.660.